From a dataset of Peptide-MHC class II binding affinity with 134,281 pairs from IEDB. Regression. Given a peptide amino acid sequence and an MHC pseudo amino acid sequence, predict their binding affinity value. This is MHC class II binding data. (1) The peptide sequence is KLTVVVGDIIGVLEQ. The MHC is DRB1_0405 with pseudo-sequence DRB1_0405. The binding affinity (normalized) is 0.330. (2) The peptide sequence is AQLGYTIRQLERLLQ. The MHC is DRB5_0101 with pseudo-sequence DRB5_0101. The binding affinity (normalized) is 0.549. (3) The peptide sequence is LWNGPMAVSMTGVMR. The MHC is DRB1_0405 with pseudo-sequence DRB1_0405. The binding affinity (normalized) is 0.335. (4) The peptide sequence is VTVDSIGMLPRF. The MHC is DRB3_0101 with pseudo-sequence DRB3_0101. The binding affinity (normalized) is 0.340. (5) The peptide sequence is QMKDCTERQANFLGKIW. The MHC is DRB1_0405 with pseudo-sequence DRB1_0405. The binding affinity (normalized) is 0.202. (6) The peptide sequence is SGGFSTTVSTEQNVP. The MHC is DRB1_1101 with pseudo-sequence DRB1_1101. The binding affinity (normalized) is 0.0875. (7) The peptide sequence is ALSVLVGLTAATVAI. The MHC is HLA-DPA10201-DPB10101 with pseudo-sequence HLA-DPA10201-DPB10101. The binding affinity (normalized) is 0.385.